Dataset: Full USPTO retrosynthesis dataset with 1.9M reactions from patents (1976-2016). Task: Predict the reactants needed to synthesize the given product. (1) Given the product [Cl-:30].[F:28][C:24]1[CH:23]=[C:22]([N:11]([CH2:12][C:13]2[CH:18]=[C:17]([F:19])[C:16]([F:20])=[C:15]([F:21])[CH:14]=2)[C:10]([O:9][C@@H:3]2[CH:4]3[CH2:5][CH2:6][N+:1]([CH2:31][C:32](=[O:33])[C:34]4[S:35][CH:36]=[CH:37][CH:38]=4)([CH2:8][CH2:7]3)[CH2:2]2)=[O:29])[CH:27]=[CH:26][CH:25]=1, predict the reactants needed to synthesize it. The reactants are: [N:1]12[CH2:8][CH2:7][CH:4]([CH2:5][CH2:6]1)[C@@H:3]([O:9][C:10](=[O:29])[N:11]([C:22]1[CH:27]=[CH:26][CH:25]=[C:24]([F:28])[CH:23]=1)[CH2:12][C:13]1[CH:18]=[C:17]([F:19])[C:16]([F:20])=[C:15]([F:21])[CH:14]=1)[CH2:2]2.[Cl:30][CH2:31][C:32]([C:34]1[S:35][CH:36]=[CH:37][CH:38]=1)=[O:33]. (2) The reactants are: [CH3:1][O:2][C:3]1[C:4](=[O:22])[C:5](C(O)=O)=[N:6][N:7]([C:9]2[CH:14]=[CH:13][CH:12]=[C:11]([C:15]([F:18])([F:17])[F:16])[CH:10]=2)[CH:8]=1.C1C=CC(P([N:37]=[N+]=[N-])(C2C=CC=CC=2)=O)=CC=1.CCN(CC)CC.[OH-].[Na+]. Given the product [NH2:37][C:5]1[C:4](=[O:22])[C:3]([O:2][CH3:1])=[CH:8][N:7]([C:9]2[CH:14]=[CH:13][CH:12]=[C:11]([C:15]([F:18])([F:17])[F:16])[CH:10]=2)[N:6]=1, predict the reactants needed to synthesize it. (3) Given the product [CH2:11]([O:13][C:14]([C:16]1[N:17]([CH:35]([CH3:36])[CH3:37])[C:18]([CH:9]=[O:10])=[C:19]([C:28]2[CH:33]=[CH:32][C:31]([F:34])=[CH:30][CH:29]=2)[C:20]=1[C:21]1[CH:22]=[CH:23][C:24]([F:27])=[CH:25][CH:26]=1)=[O:15])[CH3:12], predict the reactants needed to synthesize it. The reactants are: O=P(Cl)(Cl)Cl.CN([CH:9]=[O:10])C.[CH2:11]([O:13][C:14]([C:16]1[N:17]([CH:35]([CH3:37])[CH3:36])[CH:18]=[C:19]([C:28]2[CH:33]=[CH:32][C:31]([F:34])=[CH:30][CH:29]=2)[C:20]=1[C:21]1[CH:26]=[CH:25][C:24]([F:27])=[CH:23][CH:22]=1)=[O:15])[CH3:12].